This data is from Peptide-MHC class I binding affinity with 185,985 pairs from IEDB/IMGT. The task is: Regression. Given a peptide amino acid sequence and an MHC pseudo amino acid sequence, predict their binding affinity value. This is MHC class I binding data. (1) The peptide sequence is NVSGVPHSV. The MHC is HLA-A02:06 with pseudo-sequence HLA-A02:06. The binding affinity (normalized) is 0.480. (2) The peptide sequence is ITPDDGLGL. The MHC is HLA-A02:01 with pseudo-sequence HLA-A02:01. The binding affinity (normalized) is 0.180. (3) The peptide sequence is YRAVLRYMM. The MHC is HLA-B27:05 with pseudo-sequence HLA-B27:05. The binding affinity (normalized) is 0.854. (4) The peptide sequence is GLIQYPTAW. The MHC is HLA-B51:01 with pseudo-sequence HLA-B51:01. The binding affinity (normalized) is 0.0847. (5) The peptide sequence is LQFGFGWFS. The MHC is HLA-A02:01 with pseudo-sequence HLA-A02:01. The binding affinity (normalized) is 0.600. (6) The peptide sequence is SPNRAAATL. The MHC is H-2-Kd with pseudo-sequence H-2-Kd. The binding affinity (normalized) is 0.282. (7) The peptide sequence is FLATAGSAM. The MHC is HLA-A02:03 with pseudo-sequence HLA-A02:03. The binding affinity (normalized) is 0.812. (8) The binding affinity (normalized) is 0.421. The MHC is HLA-A31:01 with pseudo-sequence HLA-A31:01. The peptide sequence is QCKDLCHMH.